Dataset: Forward reaction prediction with 1.9M reactions from USPTO patents (1976-2016). Task: Predict the product of the given reaction. (1) Given the reactants [NH2:1][C:2]1[CH:7]=[CH:6][CH:5]=[CH:4][CH:3]=1.[N+](=[CH:10][C:11]([O:13][CH2:14][CH3:15])=[O:12])=[N-], predict the reaction product. The product is: [CH2:14]([O:13][C:11](=[O:12])[CH2:10][NH:1][C:2]1[CH:7]=[CH:6][CH:5]=[CH:4][CH:3]=1)[CH3:15]. (2) The product is: [CH3:28][C:20]1[CH:19]=[C:18]([C@H:10]2[CH2:9][C@@H:8]([C:6]3[O:7][NH:32][C:4](=[O:3])[CH:5]=3)[CH2:13][CH2:12][N:11]2[C:14]([O:16][CH3:17])=[O:15])[CH:23]=[CH:22][C:21]=1[C:24]([F:27])([F:26])[F:25]. Given the reactants C([O:3][C:4](=O)[CH2:5][C:6]([C@H:8]1[CH2:13][CH2:12][N:11]([C:14]([O:16][CH3:17])=[O:15])[C@@H:10]([C:18]2[CH:23]=[CH:22][C:21]([C:24]([F:27])([F:26])[F:25])=[C:20]([CH3:28])[CH:19]=2)[CH2:9]1)=[O:7])C.[OH-].[Na+].[NH2:32]O.Cl, predict the reaction product. (3) Given the reactants C(OC(=O)[NH:10][CH2:11][CH2:12][CH2:13][CH2:14][C:15]1[CH:20]=[CH:19][C:18]([CH2:21][CH2:22][CH2:23][CH:24]([NH:26][CH2:27][C@@H:28]([C:30]2[CH:35]=[CH:34][C:33]([O:36]CC3C=CC=CC=3)=[C:32]([NH:44][CH:45]=[O:46])[CH:31]=2)[OH:29])[CH3:25])=[CH:17][CH:16]=1)C1C=CC=CC=1.C(O)C, predict the reaction product. The product is: [NH2:10][CH2:11][CH2:12][CH2:13][CH2:14][C:15]1[CH:16]=[CH:17][C:18]([CH2:21][CH2:22][CH2:23][CH:24]([NH:26][CH2:27][C@@H:28]([C:30]2[CH:35]=[CH:34][C:33]([OH:36])=[C:32]([NH:44][CH:45]=[O:46])[CH:31]=2)[OH:29])[CH3:25])=[CH:19][CH:20]=1. (4) Given the reactants CC1C=C(C2(C3C=CC(N)=C(C)C=3)[C:14]3[CH:13]=[C:12]([CH2:28][C:29](O)(C)[C:33]#C)[CH:11]=[CH:10][C:15]=3[C:15]3[C:10]2=[CH:11][C:12]([CH2:28][C:29]([CH3:33])(O)C#C)=[CH:13][CH:14]=3)C=CC=1N, predict the reaction product. The product is: [C:10]([C:11]1[CH:33]=[CH:29][C:28]2[C:12]3[C:13](=[CH:14][CH:15]=[CH:10][CH:11]=3)[CH2:29][C:28]=2[C:12]=1[C:13]#[CH:14])#[CH:15].